From a dataset of Retrosynthesis with 50K atom-mapped reactions and 10 reaction types from USPTO. Predict the reactants needed to synthesize the given product. (1) The reactants are: C=C(C)[C@@H]1CC[C@]2(COC(=O)c3ccccc3)CC[C@]3(C)[C@H](CC[C@@H]4[C@@]5(C)CC=C(OS(=O)(=O)C(F)(F)F)C(C)(C)[C@@H]5CC[C@]43C)[C@@H]12.CCCC[Sn](CCCC)(CCCC)c1cc(C(=O)OCC)no1. Given the product C=C(C)[C@@H]1CC[C@]2(COC(=O)c3ccccc3)CC[C@]3(C)[C@H](CC[C@@H]4[C@@]5(C)CC=C(c6cc(C(=O)OCC)no6)C(C)(C)[C@@H]5CC[C@]43C)[C@@H]12, predict the reactants needed to synthesize it. (2) The reactants are: Cc1nc(N)sc1C(=O)NCc1ccccc1.O=C(Cl)c1cccc(OC(F)(F)F)c1. Given the product Cc1nc(NC(=O)c2cccc(OC(F)(F)F)c2)sc1C(=O)NCc1ccccc1, predict the reactants needed to synthesize it.